This data is from Forward reaction prediction with 1.9M reactions from USPTO patents (1976-2016). The task is: Predict the product of the given reaction. (1) Given the reactants [Cl:1][C:2]1[CH:3]=[CH:4][C:5]([CH3:19])=[C:6]([CH:18]=1)[CH2:7][NH:8][C:9]([C:11]1[C:15]([CH2:16][OH:17])=[N:14][O:13][N:12]=1)=[O:10].N1C(C)=CC=CC=1C.O([Si:36]([CH:43]([CH3:45])[CH3:44])([CH:40]([CH3:42])[CH3:41])[CH:37]([CH3:39])[CH3:38])S(C(F)(F)F)(=O)=O, predict the reaction product. The product is: [Cl:1][C:2]1[CH:3]=[CH:4][C:5]([CH3:19])=[C:6]([CH:18]=1)[CH2:7][NH:8][C:9]([C:11]1[C:15]([CH2:16][O:17][Si:36]([CH:43]([CH3:45])[CH3:44])([CH:40]([CH3:42])[CH3:41])[CH:37]([CH3:39])[CH3:38])=[N:14][O:13][N:12]=1)=[O:10]. (2) Given the reactants [H-].[Na+].[C:3]([O:7][CH2:8][CH2:9][OH:10])([CH3:6])([CH3:5])[CH3:4].[Br:11][C:12]1[CH:17]=[CH:16][CH:15]=[C:14](Br)[N:13]=1, predict the reaction product. The product is: [C:3]([O:7][CH2:8][CH2:9][O:10][C:14]1[CH:15]=[CH:16][CH:17]=[C:12]([Br:11])[N:13]=1)([CH3:6])([CH3:5])[CH3:4]. (3) Given the reactants Cl[C:2]1[C:7]([C:8]#[N:9])=[CH:6][CH:5]=[CH:4][N:3]=1.[F:10][C:11]([F:22])([F:21])[C:12]1[CH:17]=[CH:16][CH:15]=[CH:14][C:13]=1B(O)O, predict the reaction product. The product is: [F:10][C:11]([F:22])([F:21])[C:12]1[CH:17]=[CH:16][CH:15]=[CH:14][C:13]=1[C:2]1[N:3]=[CH:4][CH:5]=[CH:6][C:7]=1[C:8]#[N:9]. (4) Given the reactants BrC1N=CC(C(N2CCN(C3C(C)=CC(C)=CN=3)CC2)=O)=CC=1.COC1C=CC(CN2C[C@@H](C)NC2=O)=CC=1.[CH3:40][C:41]1[C:42]([N:48]2[CH2:53][CH2:52][N:51]([C:54]([C:56]3[CH:57]=[CH:58][C:59]([N:62]4[C@H:66]([CH3:67])[CH2:65][N:64](CC5C=CC(OC)=CC=5)[C:63]4=[O:77])=[N:60][CH:61]=3)=[O:55])[CH2:50][CH2:49]2)=[N:43][CH:44]=[C:45]([CH3:47])[CH:46]=1, predict the reaction product. The product is: [CH3:40][C:41]1[C:42]([N:48]2[CH2:49][CH2:50][N:51]([C:54]([C:56]3[CH:57]=[CH:58][C:59]([N:62]4[C@H:66]([CH3:67])[CH2:65][NH:64][C:63]4=[O:77])=[N:60][CH:61]=3)=[O:55])[CH2:52][CH2:53]2)=[N:43][CH:44]=[C:45]([CH3:47])[CH:46]=1.